Dataset: Peptide-MHC class II binding affinity with 134,281 pairs from IEDB. Task: Regression. Given a peptide amino acid sequence and an MHC pseudo amino acid sequence, predict their binding affinity value. This is MHC class II binding data. (1) The peptide sequence is MWEHAFYLQYKNVKV. The MHC is DRB1_1101 with pseudo-sequence DRB1_1101. The binding affinity (normalized) is 0.586. (2) The peptide sequence is TLYLQMNSLRAEDTA. The MHC is DRB1_1302 with pseudo-sequence DRB1_1302. The binding affinity (normalized) is 0.489. (3) The peptide sequence is RRGVRSLSNKIKQKT. The MHC is HLA-DQA10201-DQB10402 with pseudo-sequence HLA-DQA10201-DQB10402. The binding affinity (normalized) is 0.349. (4) The peptide sequence is GKIILVAVHVASGYI. The MHC is H-2-IAd with pseudo-sequence H-2-IAd. The binding affinity (normalized) is 0.421. (5) The peptide sequence is AFTVVLSGGTLIDTL. The MHC is HLA-DQA10101-DQB10501 with pseudo-sequence HLA-DQA10101-DQB10501. The binding affinity (normalized) is 0.394. (6) The peptide sequence is GELQINDKIDAAFKI. The MHC is DRB1_1201 with pseudo-sequence DRB1_1201. The binding affinity (normalized) is 0.459. (7) The peptide sequence is SGPLKAEIAQRLENVFAGKN. The MHC is DRB1_0403 with pseudo-sequence DRB1_0403. The binding affinity (normalized) is 0.272. (8) The peptide sequence is DVLFPGGGQIVGGVY. The MHC is HLA-DQA10501-DQB10301 with pseudo-sequence HLA-DQA10501-DQB10301. The binding affinity (normalized) is 0.765. (9) The peptide sequence is YDKSLANVSTVLTGK. The MHC is DRB1_1101 with pseudo-sequence DRB1_1101. The binding affinity (normalized) is 0.470. (10) The peptide sequence is KISGEWYSIFLASDVK. The MHC is DRB1_0901 with pseudo-sequence DRB1_0901. The binding affinity (normalized) is 0.667.